The task is: Predict which catalyst facilitates the given reaction.. This data is from Catalyst prediction with 721,799 reactions and 888 catalyst types from USPTO. Reactant: [CH2:1]([NH:8][C:9]1[N:10]=[CH:11][CH:12]=[C:13]2[CH:17]=[C:16]([CH3:18])[N:15]([CH2:19][CH2:20][O:21]CC3C=CC=CC=3)[C:14]=12)[C:2]1[CH:7]=[CH:6][CH:5]=[CH:4][CH:3]=1.C(OCC)(=O)C.Cl. Product: [CH2:1]([NH:8][C:9]1[N:10]=[CH:11][CH:12]=[C:13]2[CH:17]=[C:16]([CH3:18])[N:15]([CH2:19][CH2:20][OH:21])[C:14]=12)[C:2]1[CH:3]=[CH:4][CH:5]=[CH:6][CH:7]=1. The catalyst class is: 129.